Dataset: Reaction yield outcomes from USPTO patents with 853,638 reactions. Task: Predict the reaction yield, written as a fraction of the theoretical maximum amount of product (1.0 means a 100% yield; for example, 0.34 means a 34% yield). (1) The reactants are [S:1]1[C:5]2[CH:6]=[C:7]([NH:10][C:11](SC)=[C:12]([S:15]([CH3:18])(=[O:17])=[O:16])[C:13]#[N:14])[CH:8]=[CH:9][C:4]=2[N:3]=[CH:2]1.[CH3:21][C:22]([NH2:26])([CH3:25])[CH2:23][CH3:24]. No catalyst specified. The product is [S:1]1[C:5]2[CH:6]=[C:7]([NH:10][C:11]([NH:26][C:22]([CH3:25])([CH3:21])[CH2:23][CH3:24])=[C:12]([S:15]([CH3:18])(=[O:16])=[O:17])[C:13]#[N:14])[CH:8]=[CH:9][C:4]=2[N:3]=[CH:2]1. The yield is 0.330. (2) The reactants are Cl[C:2]1[S:3][C:4]2[CH:10]=[C:9]([Cl:11])[CH:8]=[CH:7][C:5]=2[N:6]=1.C(=O)([O-])[O-].[K+].[K+].[NH:18]1[CH2:23][CH2:22][NH:21][CH2:20][CH2:19]1. The catalyst is CN(C=O)C. The product is [Cl:11][C:9]1[CH:8]=[CH:7][C:5]2[N:6]=[C:2]([N:18]3[CH2:23][CH2:22][NH:21][CH2:20][CH2:19]3)[S:3][C:4]=2[CH:10]=1. The yield is 1.00. (3) The reactants are Cl[C:2]1[N:7]=[CH:6][N:5]=[C:4]([NH:8][C:9]2[CH:14]=[CH:13][C:12]([O:15][CH2:16][CH2:17][O:18][CH3:19])=[CH:11][CH:10]=2)[N:3]=1.[Br:20][C:21]1[CH:29]=[C:28]2[C:24]([C:25]([CH3:31])([CH3:30])[CH2:26][NH:27]2)=[CH:23][CH:22]=1.[OH-].[Na+]. The catalyst is Cl. The product is [Br:20][C:21]1[CH:29]=[C:28]2[C:24]([C:25]([CH3:31])([CH3:30])[CH2:26][N:27]2[C:2]2[N:7]=[CH:6][N:5]=[C:4]([NH:8][C:9]3[CH:14]=[CH:13][C:12]([O:15][CH2:16][CH2:17][O:18][CH3:19])=[CH:11][CH:10]=3)[N:3]=2)=[CH:23][CH:22]=1. The yield is 0.439. (4) The reactants are [CH2:1]([C:3]1[N:13]([C:14]2[CH:19]=[CH:18][C:17]([CH2:20][CH2:21][NH:22][C:23]([NH:25][S:26]([C:29]3[CH:34]=[CH:33][C:32]([CH3:35])=[CH:31][CH:30]=3)(=[O:28])=[O:27])=[O:24])=[CH:16][CH:15]=2)[C:6]2=[N:7][C:8]([CH3:12])=[CH:9][C:10]([CH3:11])=[C:5]2[N:4]=1)[CH3:2].C(N(CC)CC)C.ClC(O[C:47]1[CH:52]=[CH:51]C=[CH:49][CH:48]=1)=O. The catalyst is ClCCl. The product is [C:32]1([C:35]2[CH:51]=[CH:52][CH:47]=[CH:48][CH:49]=2)[CH:33]=[CH:34][C:29]([S:26]([NH:25][C:23]([NH:22][CH2:21][CH2:20][C:17]2[CH:16]=[CH:15][C:14]([N:13]3[C:6]4=[N:7][C:8]([CH3:12])=[CH:9][C:10]([CH3:11])=[C:5]4[N:4]=[C:3]3[CH2:1][CH3:2])=[CH:19][CH:18]=2)=[O:24])(=[O:28])=[O:27])=[CH:30][CH:31]=1. The yield is 0.870. (5) The reactants are [CH3:1][O:2][C:3]1[CH:4]=[C:5]2[C:9](=[CH:10][CH:11]=1)[C:8](=[O:12])[CH:7]([CH2:13][C:14]([OH:16])=O)[CH2:6]2.CCN=C=N[CH2:22][CH2:23][CH2:24][N:25]([CH3:27])C.C1C=CC2N(O)N=NC=2C=1.CCN(C(C)C)C(C)C.N1CCCC1. The catalyst is ClCCl.O. The product is [CH3:1][O:2][C:3]1[CH:4]=[C:5]2[C:9](=[CH:10][CH:11]=1)[C:8](=[O:12])[CH:7]([CH2:13][C:14](=[O:16])[N:25]1[CH2:24][CH2:23][CH2:22][CH2:27]1)[CH2:6]2. The yield is 0.610. (6) The reactants are [Br:1][C:2]1[C:10]([F:11])=[CH:9][C:5]([C:6]([OH:8])=O)=[C:4]([Cl:12])[CH:3]=1.[CH2:13]([N:15](CC)[CH2:16][CH3:17])[CH3:14].N1CCCC1.C(P1(=O)OP(=O)(CCC)OP(=O)(CCC)O1)CC. The catalyst is CCOC(C)=O. The product is [Br:1][C:2]1[C:10]([F:11])=[CH:9][C:5]([C:6]([N:15]2[CH2:16][CH2:17][CH2:14][CH2:13]2)=[O:8])=[C:4]([Cl:12])[CH:3]=1. The yield is 0.680. (7) The reactants are [N+:1]([C:4]1[CH:5]=[N:6][CH:7]=[CH:8][C:9]=1[C:10]1[CH2:15][CH2:14][CH2:13][CH:12](O)[CH:11]=1)([O-:3])=[O:2].[C:17]1(=[O:27])[NH:21][C:20](=[O:22])[C:19]2=[CH:23][CH:24]=[CH:25][CH:26]=[C:18]12.C1(P(C2C=CC=CC=2)C2C=CC=CC=2)C=CC=CC=1.N(C(OC(C)(C)C)=O)=NC(OC(C)(C)C)=O. The catalyst is C1COCC1.C(Cl)Cl. The product is [N+:1]([C:4]1[CH:5]=[N:6][CH:7]=[CH:8][C:9]=1[C:10]1[CH2:15][CH2:14][CH2:13][CH:12]([N:21]2[C:17](=[O:27])[C:18]3[C:19](=[CH:23][CH:24]=[CH:25][CH:26]=3)[C:20]2=[O:22])[CH:11]=1)([O-:3])=[O:2]. The yield is 0.980. (8) The reactants are [Br:1][CH2:2][C:3]([C:5]1[CH:9]=[CH:8][S:7][CH:6]=1)=[O:4].[O:10]=[C:11]([O:29][C@@H:30]1[CH:35]2[CH2:36][CH2:37][N:32]([CH2:33][CH2:34]2)[CH2:31]1)[CH:12]([NH:19][C:20]1[CH:24]=[CH:23][S:22][C:21]=1[C:25]([O:27][CH3:28])=[O:26])[C:13]1[CH:18]=[CH:17][CH:16]=[CH:15][CH:14]=1. The catalyst is CCOC(C)=O. The product is [Br-:1].[CH3:28][O:27][C:25]([C:21]1[S:22][CH:23]=[CH:24][C:20]=1[NH:19][CH:12]([C:13]1[CH:18]=[CH:17][CH:16]=[CH:15][CH:14]=1)[C:11]([O:29][C@@H:30]1[CH:35]2[CH2:34][CH2:33][N+:32]([CH2:2][C:3](=[O:4])[C:5]3[CH:9]=[CH:8][S:7][CH:6]=3)([CH2:37][CH2:36]2)[CH2:31]1)=[O:10])=[O:26]. The yield is 0.586. (9) The reactants are [NH2:1][C:2]1[NH:6][N:5]=[C:4]([C:7]([O:9][CH2:10][CH3:11])=[O:8])[CH:3]=1.[C:12]([CH:15]([CH2:21][C:22]([O:24][CH2:25][CH3:26])=[O:23])[C:16](OCC)=[O:17])(=O)[CH3:13]. The catalyst is CC1C=CC=CC=1C.CC1C=CC(S(O)(=O)=O)=CC=1.O. The product is [CH2:25]([O:24][C:22](=[O:23])[CH2:21][C:15]1[C:12]([CH3:13])=[N:1][C:2]2[N:6]([N:5]=[C:4]([C:7]([O:9][CH2:10][CH3:11])=[O:8])[CH:3]=2)[C:16]=1[OH:17])[CH3:26]. The yield is 0.750.